Dataset: Catalyst prediction with 721,799 reactions and 888 catalyst types from USPTO. Task: Predict which catalyst facilitates the given reaction. Reactant: [C:1]([O:4][C@@H:5]1[C@@H:10]([O:11][C:12](=[O:14])[CH3:13])[C@H:9]([O:15][C:16](=[O:18])[CH3:17])[C@@H:8]([CH2:19][O:20][C:21](=[O:23])[CH3:22])[O:7][C@H:6]1[C:24]1[CH:29]=[C:28]([CH2:30][C:31]2[S:32][C:33]3[CH:39]=[CH:38][CH:37]=[CH:36][C:34]=3[CH:35]=2)[CH:27]=[CH:26][C:25]=1[OH:40])(=[O:3])[CH3:2].[CH3:41][CH:42](O)[CH3:43].C1(P(C2C=CC=CC=2)C2C=CC=CC=2)C=CC=CC=1. Product: [C:1]([O:4][C@@H:5]1[C@@H:10]([O:11][C:12](=[O:14])[CH3:13])[C@H:9]([O:15][C:16](=[O:18])[CH3:17])[C@@H:8]([CH2:19][O:20][C:21](=[O:23])[CH3:22])[O:7][C@H:6]1[C:24]1[CH:29]=[C:28]([CH2:30][C:31]2[S:32][C:33]3[CH:39]=[CH:38][CH:37]=[CH:36][C:34]=3[CH:35]=2)[CH:27]=[CH:26][C:25]=1[O:40][CH:42]([CH3:43])[CH3:41])(=[O:3])[CH3:2]. The catalyst class is: 7.